Predict the reactants needed to synthesize the given product. From a dataset of Full USPTO retrosynthesis dataset with 1.9M reactions from patents (1976-2016). (1) Given the product [Cl:18][C:17]1[C:12]([N:9]2[CH2:10][CH2:11][C:3]3[C:2]([NH:19][C:20]4[CH:21]=[CH:22][C:23]([C:26]([CH3:30])([CH3:29])[C:27]#[N:28])=[CH:24][CH:25]=4)=[N:7][CH:6]=[N:5][C:4]=3[CH2:8]2)=[N:13][CH:14]=[CH:15][CH:16]=1, predict the reactants needed to synthesize it. The reactants are: Cl[C:2]1[C:3]2[CH2:11][CH2:10][N:9]([C:12]3[C:17]([Cl:18])=[CH:16][CH:15]=[CH:14][N:13]=3)[CH2:8][C:4]=2[N:5]=[CH:6][N:7]=1.[NH2:19][C:20]1[CH:25]=[CH:24][C:23]([C:26]([CH3:30])([CH3:29])[C:27]#[N:28])=[CH:22][CH:21]=1. (2) Given the product [Br:1][CH2:2][C:3]([C:5]1[C:6]([CH:28]2[CH2:31][CH2:30][CH2:29]2)=[CH:7][C:8]([CH3:27])=[C:9]([CH:26]=1)[C:10]([N:12]1[CH2:17][CH2:16][C:15]([C:18]2[CH:19]=[CH:20][C:21]([C:22]#[N:23])=[CH:24][CH:25]=2)([F:33])[CH2:14][CH2:13]1)=[O:11])=[O:4], predict the reactants needed to synthesize it. The reactants are: [Br:1][CH2:2][C:3]([C:5]1[C:6]([CH:28]2[CH2:31][CH2:30][CH2:29]2)=[CH:7][C:8]([CH3:27])=[C:9]([CH:26]=1)[C:10]([N:12]1[CH2:17][CH2:16][CH:15]([C:18]2[CH:25]=[CH:24][C:21]([C:22]#[N:23])=[CH:20][CH:19]=2)[CH2:14][CH2:13]1)=[O:11])=[O:4].Cl.[F:33]C1(C2C=CC(C#N)=CC=2)CCNCC1.Cl.